From a dataset of Reaction yield outcomes from USPTO patents with 853,638 reactions. Predict the reaction yield, written as a fraction of the theoretical maximum amount of product (1.0 means a 100% yield; for example, 0.34 means a 34% yield). (1) The reactants are Br[C:2]1[CH:7]=[CH:6][CH:5]=[CH:4][C:3]=1[C:8]1[CH:13]=[CH:12][C:11]([CH2:14][N:15]2[C:23]3[C:18](=[CH:19][CH:20]=[CH:21][CH:22]=3)[CH:17]=[CH:16]2)=[CH:10][CH:9]=1.C(B(CC)[C:27]1[CH:28]=[N:29][CH:30]=[CH:31][CH:32]=1)C.C(=O)([O-])[O-].[Na+].[Na+]. The catalyst is C1COCC1.O.Cl[Pd](Cl)([P](C1C=CC=CC=1)(C1C=CC=CC=1)C1C=CC=CC=1)[P](C1C=CC=CC=1)(C1C=CC=CC=1)C1C=CC=CC=1. The product is [N:29]1[CH:30]=[CH:31][CH:32]=[C:27]([C:2]2[CH:7]=[CH:6][CH:5]=[CH:4][C:3]=2[C:8]2[CH:13]=[CH:12][C:11]([CH2:14][N:15]3[C:23]4[C:18](=[CH:19][CH:20]=[CH:21][CH:22]=4)[CH:17]=[CH:16]3)=[CH:10][CH:9]=2)[CH:28]=1. The yield is 0.140. (2) The catalyst is CCOC(C)=O.O.CN(C=O)C. The product is [CH3:33][N:34]1[CH:38]=[C:37]([C:39]([NH:15][CH2:14][CH2:13][O:12][C:9]2[CH:10]=[CH:11][N:6]3[N:5]=[C:4]([CH3:3])[C:16]([C:17]4[S:18][C:19]([C:28]5[N:32]=[CH:31][NH:30][N:29]=5)=[C:20]([C:22]5[CH:27]=[CH:26][CH:25]=[CH:24][CH:23]=5)[N:21]=4)=[C:7]3[CH:8]=2)=[O:40])[N:36]=[CH:35]1. The yield is 0.290. The reactants are Cl.Cl.[CH3:3][C:4]1[C:16]([C:17]2[S:18][C:19]([C:28]3[N:32]=[CH:31][NH:30][N:29]=3)=[C:20]([C:22]3[CH:27]=[CH:26][CH:25]=[CH:24][CH:23]=3)[N:21]=2)=[C:7]2[CH:8]=[C:9]([O:12][CH2:13][CH2:14][NH2:15])[CH:10]=[CH:11][N:6]2[N:5]=1.[CH3:33][N:34]1[CH:38]=[C:37]([C:39](O)=[O:40])[N:36]=[CH:35]1.C1C=CC2N(O)N=NC=2C=1.CCN=C=NCCCN(C)C. (3) The yield is 0.750. The catalyst is Cl.CC(=O)OCC. The reactants are C(OC([N:8]1[CH2:13][CH2:12][N:11]([CH2:14][CH2:15][N:16]2[CH:20]([CH3:21])[C:19]3[CH:22]=[C:23]([C:26]4[C:34]5[C:29](=[CH:30][C:31]([F:35])=[CH:32][CH:33]=5)[N:28](C(OC(C)(C)C)=O)[CH:27]=4)[CH:24]=[CH:25][C:18]=3[S:17]2(=[O:44])=[O:43])[C:10](=[O:45])[CH2:9]1)=O)(C)(C)C. The product is [F:35][C:31]1[CH:30]=[C:29]2[C:34]([C:26]([C:23]3[CH:24]=[CH:25][C:18]4[S:17](=[O:44])(=[O:43])[N:16]([CH2:15][CH2:14][N:11]5[CH2:12][CH2:13][NH:8][CH2:9][C:10]5=[O:45])[CH:20]([CH3:21])[C:19]=4[CH:22]=3)=[CH:27][NH:28]2)=[CH:33][CH:32]=1. (4) The reactants are [OH-].[Li+].[CH3:3][C:4]1[C:13]2[C:8](=[CH:9][C:10]([CH3:14])=[CH:11][CH:12]=2)[C:7]([N:15]2[CH:19]=[N:18][N:17]=[C:16]2[S:20][CH2:21][C:22]([O:24]CC)=[O:23])=[CH:6][CH:5]=1. The catalyst is C1COCC1.C(O)C.O. The product is [CH3:3][C:4]1[C:13]2[C:8](=[CH:9][C:10]([CH3:14])=[CH:11][CH:12]=2)[C:7]([N:15]2[CH:19]=[N:18][N:17]=[C:16]2[S:20][CH2:21][C:22]([OH:24])=[O:23])=[CH:6][CH:5]=1. The yield is 0.940. (5) The reactants are Cl[C:2]1[CH:7]=[CH:6][N:5]=[C:4]2[CH:8]=[C:9]([C:11]([N:13]3[CH2:17][CH2:16][CH2:15][CH2:14]3)=[O:12])[S:10][C:3]=12.[F:18][C:19]1[CH:39]=[C:38]([N+:40]([O-:42])=[O:41])[CH:37]=[CH:36][C:20]=1[O:21]C1C=CN=C2C=C(C(N(C)C)=O)SC=12. No catalyst specified. The product is [F:18][C:19]1[CH:39]=[C:38]([N+:40]([O-:42])=[O:41])[CH:37]=[CH:36][C:20]=1[O:21][C:2]1[CH:7]=[CH:6][N:5]=[C:4]2[CH:8]=[C:9]([C:11]([N:13]3[CH2:17][CH2:16][CH2:15][CH2:14]3)=[O:12])[S:10][C:3]=12. The yield is 0.930.